Dataset: Catalyst prediction with 721,799 reactions and 888 catalyst types from USPTO. Task: Predict which catalyst facilitates the given reaction. (1) Reactant: [CH3:1][O:2][C:3]1[CH:4]=[C:5](B(O)O)[CH:6]=[CH:7][C:8]=1[O:9][CH3:10].Br[C:15]1[CH:16]=[C:17]([CH:19]=[CH:20][CH:21]=1)[NH2:18].C([O-])([O-])=O.[Na+].[Na+]. Product: [CH3:1][O:2][C:3]1[CH:4]=[C:5]([C:15]2[CH:21]=[CH:20][CH:19]=[C:17]([NH2:18])[CH:16]=2)[CH:6]=[CH:7][C:8]=1[O:9][CH3:10]. The catalyst class is: 104. (2) Reactant: Cl[C:2]1[N:7]=[N:6][C:5]([C:8]2[C:16]3[C:11](=[N:12][CH:13]=[CH:14][CH:15]=3)[N:10]([CH2:17][C:18]3[CH:23]=[CH:22][CH:21]=[CH:20][C:19]=3[F:24])[N:9]=2)=[N:4][C:3]=1[NH2:25].[N:26]1[CH:31]=[CH:30][CH:29]=[C:28](B(O)O)[CH:27]=1.C(=O)([O-])[O-].[K+].[K+].C1(P(C2CCCCC2)C2CCCCC2)CCCCC1. Product: [F:24][C:19]1[CH:20]=[CH:21][CH:22]=[CH:23][C:18]=1[CH2:17][N:10]1[C:11]2=[N:12][CH:13]=[CH:14][CH:15]=[C:16]2[C:8]([C:5]2[N:6]=[N:7][C:2]([C:28]3[CH:27]=[N:26][CH:31]=[CH:30][CH:29]=3)=[C:3]([NH2:25])[N:4]=2)=[N:9]1. The catalyst class is: 75. (3) Reactant: [F:1][C:2]1[CH:21]=[CH:20][C:5]([CH2:6][N:7]2[C:15]3[C:10](=[CH:11][C:12]([N+:16]([O-])=O)=[CH:13][CH:14]=3)[C:9](=[O:19])[NH:8]2)=[CH:4][CH:3]=1. Product: [NH2:16][C:12]1[CH:11]=[C:10]2[C:15](=[CH:14][CH:13]=1)[N:7]([CH2:6][C:5]1[CH:20]=[CH:21][C:2]([F:1])=[CH:3][CH:4]=1)[NH:8][C:9]2=[O:19]. The catalyst class is: 19. (4) Reactant: [CH3:1][O:2][C:3]1[CH:8]=[CH:7][CH:6]=[CH:5][C:4]=1[C:9]1[NH:10][C:11]2[C:16]([CH:17]=1)=[CH:15][C:14](B1OC(C)(C)C(C)(C)O1)=[CH:13][CH:12]=2.FC(F)(F)S(O[C:33]1[CH2:34][CH2:35][N:36]([C:40]([O:42][C:43]([CH3:46])([CH3:45])[CH3:44])=[O:41])[CH2:37][CH2:38][CH:39]=1)(=O)=O.C(=O)([O-])[O-].[Cs+].[Cs+]. Product: [CH3:1][O:2][C:3]1[CH:8]=[CH:7][CH:6]=[CH:5][C:4]=1[C:9]1[NH:10][C:11]2[C:16]([CH:17]=1)=[CH:15][C:14]([C:33]1[CH2:34][CH2:35][N:36]([C:40]([O:42][C:43]([CH3:46])([CH3:45])[CH3:44])=[O:41])[CH2:37][CH2:38][CH:39]=1)=[CH:13][CH:12]=2. The catalyst class is: 151. (5) Reactant: [CH3:1][O:2][C:3]1[CH:4]=[C:5]([NH:20][C:21]2[N:26]=[C:25]([O:27][C:28]3[C:37]4[C:32](=[CH:33][CH:34]=[CH:35][CH:36]=4)[C:31]([NH:38][C:39](=[O:47])OC4C=CC=CC=4)=[CH:30][CH:29]=3)[CH:24]=[CH:23][N:22]=2)[CH:6]=[C:7]([O:9][CH2:10][CH2:11][O:12][CH2:13][CH2:14][O:15][CH2:16][CH2:17][O:18][CH3:19])[CH:8]=1.[NH2:48][C:49]1[C:50]([O:62][CH3:63])=[C:51]([CH:55]=[C:56]([C:58]([CH3:61])([CH3:60])[CH3:59])[CH:57]=1)[C:52]([OH:54])=[O:53]. Product: [C:58]([C:56]1[CH:57]=[C:49]([NH:48][C:39]([NH:38][C:31]2[C:32]3[C:37](=[CH:36][CH:35]=[CH:34][CH:33]=3)[C:28]([O:27][C:25]3[CH:24]=[CH:23][N:22]=[C:21]([NH:20][C:5]4[CH:6]=[C:7]([O:9][CH2:10][CH2:11][O:12][CH2:13][CH2:14][O:15][CH2:16][CH2:17][O:18][CH3:19])[CH:8]=[C:3]([O:2][CH3:1])[CH:4]=4)[N:26]=3)=[CH:29][CH:30]=2)=[O:47])[C:50]([O:62][CH3:63])=[C:51]([CH:55]=1)[C:52]([OH:54])=[O:53])([CH3:61])([CH3:59])[CH3:60]. The catalyst class is: 1. (6) Reactant: Cl[C:2]1[CH:7]=[C:6](Cl)[N:5]=[CH:4][N:3]=1.[CH2:9]([N:11]1[CH2:16][CH2:15][NH:14][CH2:13][CH2:12]1)[CH3:10].[NH2:17][NH2:18]. Product: [CH2:9]([N:11]1[CH2:16][CH2:15][N:14]([C:6]2[N:5]=[CH:4][N:3]=[C:2]([NH:17][NH2:18])[CH:7]=2)[CH2:13][CH2:12]1)[CH3:10]. The catalyst class is: 32. (7) Reactant: N(C(OCC)=O)=NC(OCC)=O.[Cl:13][C:14]1[CH:42]=[CH:41][C:17]([CH2:18][C:19]2[N:20]=[C:21]([O:37][CH2:38][CH2:39][CH3:40])[C:22]3[N:27]=[C:26]([C:28]4[CH:33]=[C:32]([CH3:34])[C:31]([OH:35])=[C:30]([CH3:36])[CH:29]=4)[O:25][C:23]=3[N:24]=2)=[CH:16][CH:15]=1.[CH3:43][C:44]1([CH3:51])[O:48][CH:47]([CH2:49]O)[CH2:46][O:45]1.C(N(CC)CC)C. Product: [Cl:13][C:14]1[CH:42]=[CH:41][C:17]([CH2:18][C:19]2[N:20]=[C:21]([O:37][CH2:38][CH2:39][CH3:40])[C:22]3[N:27]=[C:26]([C:28]4[CH:29]=[C:30]([CH3:36])[C:31]([O:35][CH2:49][CH:47]5[CH2:46][O:45][C:44]([CH3:51])([CH3:43])[O:48]5)=[C:32]([CH3:34])[CH:33]=4)[O:25][C:23]=3[N:24]=2)=[CH:16][CH:15]=1. The catalyst class is: 7. (8) Reactant: Br[C:2]1[CH:3]=[C:4]2[C:9](=[CH:10][CH:11]=1)[N:8]([C:12](=[O:14])[CH3:13])[C@@H:7]([CH2:15][CH3:16])[C@H:6]([CH3:17])[C@H:5]2[NH:18][C:19]1[N:24]=[CH:23][CH:22]=[CH:21][N:20]=1.CC1(C)C(C)(C)OB([C:33]2[CH2:38][CH2:37][N:36]([C:39]([O:41][C:42]([CH3:45])([CH3:44])[CH3:43])=[O:40])[CH2:35][CH:34]=2)O1.C(=O)([O-])[O-].[K+].[K+]. Product: [C:12]([N:8]1[C:9]2[C:4](=[CH:3][C:2]([C:33]3[CH2:38][CH2:37][N:36]([C:39]([O:41][C:42]([CH3:45])([CH3:44])[CH3:43])=[O:40])[CH2:35][CH:34]=3)=[CH:11][CH:10]=2)[C@H:5]([NH:18][C:19]2[N:24]=[CH:23][CH:22]=[CH:21][N:20]=2)[C@@H:6]([CH3:17])[C@@H:7]1[CH2:15][CH3:16])(=[O:14])[CH3:13]. The catalyst class is: 708. (9) Reactant: [CH3:1][CH:2]1[NH:7][CH:6]([CH3:8])[CH2:5][N:4]([C:9]2[C:18]([O:19][CH3:20])=[C:17]3[C:12]([C:13](=[O:29])[C:14]([C:26](O)=[O:27])=[CH:15][N:16]3[CH2:21][C:22]([F:25])([F:24])[F:23])=[CH:11][C:10]=2[F:30])[CH2:3]1.[CH3:31][C:32]1[CH:39]=[C:38]([O:40][C:41]([F:44])([F:43])[F:42])[CH:37]=[CH:36][C:33]=1[CH2:34][NH2:35].C1CN([P+](ON2N=NC3C=CC=CC2=3)(N2CCCC2)N2CCCC2)CC1.F[P-](F)(F)(F)(F)F. Product: [CH3:8][CH:6]1[NH:7][CH:2]([CH3:1])[CH2:3][N:4]([C:9]2[C:18]([O:19][CH3:20])=[C:17]3[C:12]([C:13](=[O:29])[C:14]([C:26]([NH:35][CH2:34][C:33]4[CH:36]=[CH:37][C:38]([O:40][C:41]([F:42])([F:43])[F:44])=[CH:39][C:32]=4[CH3:31])=[O:27])=[CH:15][N:16]3[CH2:21][C:22]([F:25])([F:23])[F:24])=[CH:11][C:10]=2[F:30])[CH2:5]1. The catalyst class is: 456.